This data is from Merck oncology drug combination screen with 23,052 pairs across 39 cell lines. The task is: Regression. Given two drug SMILES strings and cell line genomic features, predict the synergy score measuring deviation from expected non-interaction effect. (1) Drug 1: COc1cccc2c1C(=O)c1c(O)c3c(c(O)c1C2=O)CC(O)(C(=O)CO)CC3OC1CC(N)C(O)C(C)O1. Drug 2: C=CCn1c(=O)c2cnc(Nc3ccc(N4CCN(C)CC4)cc3)nc2n1-c1cccc(C(C)(C)O)n1. Cell line: UACC62. Synergy scores: synergy=13.5. (2) Drug 1: C=CCn1c(=O)c2cnc(Nc3ccc(N4CCN(C)CC4)cc3)nc2n1-c1cccc(C(C)(C)O)n1. Drug 2: CNC(=O)c1cc(Oc2ccc(NC(=O)Nc3ccc(Cl)c(C(F)(F)F)c3)cc2)ccn1. Cell line: PA1. Synergy scores: synergy=5.45. (3) Drug 1: N#Cc1ccc(Cn2cncc2CN2CCN(c3cccc(Cl)c3)C(=O)C2)cc1. Drug 2: CC(C)CC(NC(=O)C(Cc1ccccc1)NC(=O)c1cnccn1)B(O)O. Cell line: UACC62. Synergy scores: synergy=-13.1. (4) Drug 1: O=c1[nH]cc(F)c(=O)[nH]1. Drug 2: NC(=O)c1cccc2cn(-c3ccc(C4CCCNC4)cc3)nc12. Cell line: NCIH520. Synergy scores: synergy=4.45. (5) Drug 1: COC1=C2CC(C)CC(OC)C(O)C(C)C=C(C)C(OC(N)=O)C(OC)C=CC=C(C)C(=O)NC(=CC1=O)C2=O. Drug 2: Cn1c(=O)n(-c2ccc(C(C)(C)C#N)cc2)c2c3cc(-c4cnc5ccccc5c4)ccc3ncc21. Cell line: NCIH23. Synergy scores: synergy=2.73. (6) Synergy scores: synergy=-20.1. Drug 2: COC1CC2CCC(C)C(O)(O2)C(=O)C(=O)N2CCCCC2C(=O)OC(C(C)CC2CCC(OP(C)(C)=O)C(OC)C2)CC(=O)C(C)C=C(C)C(O)C(OC)C(=O)C(C)CC(C)C=CC=CC=C1C. Cell line: T47D. Drug 1: CN(Cc1cnc2nc(N)nc(N)c2n1)c1ccc(C(=O)NC(CCC(=O)O)C(=O)O)cc1.